From a dataset of CYP1A2 inhibition data for predicting drug metabolism from PubChem BioAssay. Regression/Classification. Given a drug SMILES string, predict its absorption, distribution, metabolism, or excretion properties. Task type varies by dataset: regression for continuous measurements (e.g., permeability, clearance, half-life) or binary classification for categorical outcomes (e.g., BBB penetration, CYP inhibition). Dataset: cyp1a2_veith. (1) The molecule is CS(=O)(=O)c1nc2ccccc2n1Cc1ccccc1. The result is 1 (inhibitor). (2) The result is 1 (inhibitor). The molecule is COc1ccc(-n2c(N)c(C(=O)NCc3ccco3)sc2=S)cc1.